From a dataset of NCI-60 drug combinations with 297,098 pairs across 59 cell lines. Regression. Given two drug SMILES strings and cell line genomic features, predict the synergy score measuring deviation from expected non-interaction effect. Drug 1: C1=CC=C(C(=C1)C(C2=CC=C(C=C2)Cl)C(Cl)Cl)Cl. Drug 2: C#CCC(CC1=CN=C2C(=N1)C(=NC(=N2)N)N)C3=CC=C(C=C3)C(=O)NC(CCC(=O)O)C(=O)O. Cell line: 786-0. Synergy scores: CSS=4.39, Synergy_ZIP=0.885, Synergy_Bliss=2.28, Synergy_Loewe=-14.5, Synergy_HSA=-2.43.